From a dataset of Forward reaction prediction with 1.9M reactions from USPTO patents (1976-2016). Predict the product of the given reaction. (1) Given the reactants [CH3:1][O-:2].[Na+].[Na].[CH2:5]([O:12][C:13]1[C:18](I)=[C:17]([CH3:20])[N:16]=[C:15]([CH3:21])[C:14]=1[CH2:22][CH2:23][CH2:24][CH2:25][CH2:26][CH2:27][CH3:28])[C:6]1[CH:11]=[CH:10][CH:9]=[CH:8][CH:7]=1.[NH4+].[Cl-], predict the reaction product. The product is: [CH2:5]([O:12][C:13]1[C:18]([O:2][CH3:1])=[C:17]([CH3:20])[N:16]=[C:15]([CH3:21])[C:14]=1[CH2:22][CH2:23][CH2:24][CH2:25][CH2:26][CH2:27][CH3:28])[C:6]1[CH:11]=[CH:10][CH:9]=[CH:8][CH:7]=1. (2) Given the reactants FC(F)(F)C(O)=O.[NH2:8][C:9]1[C:14]2[C:15]([C:31]3[CH:32]=[N:33][C:34]4[C:39]([CH:40]=3)=[CH:38][CH:37]=[CH:36][CH:35]=4)=[C:16]3[N:21]([C:13]=2[N:12]=[CH:11][N:10]=1)[CH2:20][C@@H:19]([NH:22]C(=O)OC(C)(C)C)[CH2:18][CH:17]3[CH3:30], predict the reaction product. The product is: [CH3:30][CH:17]1[C:16]2[N:21]([C:13]3[N:12]=[CH:11][N:10]=[C:9]([NH2:8])[C:14]=3[C:15]=2[C:31]2[CH:32]=[N:33][C:34]3[C:39]([CH:40]=2)=[CH:38][CH:37]=[CH:36][CH:35]=3)[CH2:20][C@@H:19]([NH2:22])[CH2:18]1. (3) Given the reactants [C:1]([O:5][C:6](=[O:16])[NH:7][CH2:8][CH2:9][CH2:10][CH2:11][NH:12][CH2:13][CH2:14][CH3:15])([CH3:4])([CH3:3])[CH3:2].C(N(CC)CC)C.Br[CH2:25][C:26]([O:28][CH2:29][CH3:30])=[O:27], predict the reaction product. The product is: [CH2:29]([O:28][C:26](=[O:27])[CH2:25][N:12]([CH2:11][CH2:10][CH2:9][CH2:8][NH:7][C:6]([O:5][C:1]([CH3:4])([CH3:3])[CH3:2])=[O:16])[CH2:13][CH2:14][CH3:15])[CH3:30].